Dataset: NCI-60 drug combinations with 297,098 pairs across 59 cell lines. Task: Regression. Given two drug SMILES strings and cell line genomic features, predict the synergy score measuring deviation from expected non-interaction effect. (1) Drug 1: C1CC(=O)NC(=O)C1N2CC3=C(C2=O)C=CC=C3N. Drug 2: CC1CCCC2(C(O2)CC(NC(=O)CC(C(C(=O)C(C1O)C)(C)C)O)C(=CC3=CSC(=N3)C)C)C. Cell line: HL-60(TB). Synergy scores: CSS=7.10, Synergy_ZIP=-2.41, Synergy_Bliss=0.410, Synergy_Loewe=-2.35, Synergy_HSA=-2.35. (2) Drug 1: CCC1=C2CN3C(=CC4=C(C3=O)COC(=O)C4(CC)O)C2=NC5=C1C=C(C=C5)O. Drug 2: CS(=O)(=O)OCCCCOS(=O)(=O)C. Cell line: HL-60(TB). Synergy scores: CSS=76.7, Synergy_ZIP=-0.000328, Synergy_Bliss=-0.743, Synergy_Loewe=2.52, Synergy_HSA=4.10.